From a dataset of Merck oncology drug combination screen with 23,052 pairs across 39 cell lines. Regression. Given two drug SMILES strings and cell line genomic features, predict the synergy score measuring deviation from expected non-interaction effect. (1) Drug 1: CCN(CC)CCNC(=O)c1c(C)[nH]c(C=C2C(=O)Nc3ccc(F)cc32)c1C. Drug 2: CC1(c2nc3c(C(N)=O)cccc3[nH]2)CCCN1. Cell line: ES2. Synergy scores: synergy=6.39. (2) Drug 1: N.N.O=C(O)C1(C(=O)O)CCC1.[Pt]. Synergy scores: synergy=-33.8. Drug 2: CC(C)CC(NC(=O)C(Cc1ccccc1)NC(=O)c1cnccn1)B(O)O. Cell line: NCIH520. (3) Drug 1: C#Cc1cccc(Nc2ncnc3cc(OCCOC)c(OCCOC)cc23)c1. Drug 2: CC(C)CC(NC(=O)C(Cc1ccccc1)NC(=O)c1cnccn1)B(O)O. Cell line: DLD1. Synergy scores: synergy=5.57. (4) Drug 1: CNC(=O)c1cc(Oc2ccc(NC(=O)Nc3ccc(Cl)c(C(F)(F)F)c3)cc2)ccn1. Drug 2: CCc1cnn2c(NCc3ccc[n+]([O-])c3)cc(N3CCCCC3CCO)nc12. Cell line: SKOV3. Synergy scores: synergy=-13.0. (5) Drug 1: CCC1=CC2CN(C1)Cc1c([nH]c3ccccc13)C(C(=O)OC)(c1cc3c(cc1OC)N(C)C1C(O)(C(=O)OC)C(OC(C)=O)C4(CC)C=CCN5CCC31C54)C2. Drug 2: NC1(c2ccc(-c3nc4ccn5c(=O)[nH]nc5c4cc3-c3ccccc3)cc2)CCC1. Cell line: SKMES1. Synergy scores: synergy=31.7.